Dataset: Forward reaction prediction with 1.9M reactions from USPTO patents (1976-2016). Task: Predict the product of the given reaction. Given the reactants [CH3:1][C:2]([O:5][C:6]([NH:8][CH:9]1[CH2:14][CH2:13][N:12]([CH2:15][CH:16]([C:21]2[C:30]3[C:25](=[CH:26][CH:27]=[C:28]([O:31][CH3:32])[N:29]=3)[N:24]=[CH:23][CH:22]=2)[C:17](OC)=[O:18])[CH2:11][CH2:10]1)=[O:7])([CH3:4])[CH3:3].[H-].[Al+3].[Li+].[H-].[H-].[H-].O.[OH-].[Na+], predict the reaction product. The product is: [OH:18][CH2:17][CH:16]([C:21]1[C:30]2[C:25](=[CH:26][CH:27]=[C:28]([O:31][CH3:32])[N:29]=2)[N:24]=[CH:23][CH:22]=1)[CH2:15][N:12]1[CH2:13][CH2:14][CH:9]([NH:8][C:6](=[O:7])[O:5][C:2]([CH3:3])([CH3:4])[CH3:1])[CH2:10][CH2:11]1.